Dataset: Catalyst prediction with 721,799 reactions and 888 catalyst types from USPTO. Task: Predict which catalyst facilitates the given reaction. (1) Reactant: Br[CH2:2][C:3]([C:5]1[CH:10]=[CH:9][C:8]([N+:11]([O-:13])=[O:12])=[CH:7][CH:6]=1)=O.[NH2:14][C:15]1[CH:20]=[CH:19][C:18]([I:21])=[CH:17][N:16]=1.C(=O)(O)[O-].[Na+]. Product: [I:21][C:18]1[CH:19]=[CH:20][C:15]2[N:16]([CH:2]=[C:3]([C:5]3[CH:10]=[CH:9][C:8]([N+:11]([O-:13])=[O:12])=[CH:7][CH:6]=3)[N:14]=2)[CH:17]=1. The catalyst class is: 21. (2) Reactant: [C:1]([O:5][C:6]([C@H:8]1[CH2:10][C@@H:9]1[CH:11]1[CH2:15][CH2:14][N:13](O)[C:12]1=[O:17])=[O:7])([CH3:4])([CH3:3])[CH3:2].CO.[OH-].[Na+]. Product: [C:1]([O:5][C:6]([C@H:8]1[CH2:10][C@@H:9]1[CH:11]1[CH2:15][CH2:14][NH:13][C:12]1=[O:17])=[O:7])([CH3:4])([CH3:2])[CH3:3]. The catalyst class is: 6. (3) Reactant: [CH3:1][S:2](Cl)(=[O:4])=[O:3].[NH2:6][C:7]1[N:12]=[CH:11][C:10]([C:13]2[CH:14]=[N:15][N:16]([CH2:18][CH2:19][OH:20])[CH:17]=2)=[CH:9][C:8]=1[C:21]1[O:22][C:23]2[CH:29]=[CH:28][CH:27]=[CH:26][C:24]=2[N:25]=1.C(N(CC)CC)C. Product: [CH3:1][S:2]([O:20][CH2:19][CH2:18][N:16]1[CH:17]=[C:13]([C:10]2[CH:11]=[N:12][C:7]([NH2:6])=[C:8]([C:21]3[O:22][C:23]4[CH:29]=[CH:28][CH:27]=[CH:26][C:24]=4[N:25]=3)[CH:9]=2)[CH:14]=[N:15]1)(=[O:4])=[O:3]. The catalyst class is: 4. (4) Reactant: [CH3:1][N:2]1[C:6](=[O:7])[CH:5]([CH2:8][C:9]([OH:11])=O)[S:4][CH:3]1[C:12]1[CH:17]=[CH:16][CH:15]=[CH:14][CH:13]=1.OC(C(F)(F)F)=O.[NH:25]1[CH2:30][CH2:29][CH:28]([N:31]2[CH2:40][C:39]3[C:34](=[CH:35][CH:36]=[CH:37][CH:38]=3)[NH:33][C:32]2=[O:41])[CH2:27][CH2:26]1.CCN(C(C)C)C(C)C.CN(C(ON1N=NC2C=CC=NC1=2)=[N+](C)C)C.F[P-](F)(F)(F)(F)F. Product: [CH3:1][N:2]1[C:6](=[O:7])[CH:5]([CH2:8][C:9]([N:25]2[CH2:26][CH2:27][CH:28]([N:31]3[CH2:40][C:39]4[C:34](=[CH:35][CH:36]=[CH:37][CH:38]=4)[NH:33][C:32]3=[O:41])[CH2:29][CH2:30]2)=[O:11])[S:4][CH:3]1[C:12]1[CH:17]=[CH:16][CH:15]=[CH:14][CH:13]=1. The catalyst class is: 726.